This data is from Full USPTO retrosynthesis dataset with 1.9M reactions from patents (1976-2016). The task is: Predict the reactants needed to synthesize the given product. (1) Given the product [F:1][C:2]1[CH:7]=[C:6]([F:8])[CH:5]=[CH:4][C:3]=1[N:9]1[N:17]=[C:16]([C:18]#[N:20])[C:15]2[CH:14]3[CH2:21][CH:11]([CH2:12][CH2:13]3)[C:10]1=2, predict the reactants needed to synthesize it. The reactants are: [F:1][C:2]1[CH:7]=[C:6]([F:8])[CH:5]=[CH:4][C:3]=1[N:9]1[N:17]=[C:16]([C:18]([NH2:20])=O)[C:15]2[CH:14]3[CH2:21][CH:11]([CH2:12][CH2:13]3)[C:10]1=2.S(Cl)(Cl)=O.C(=O)(O)[O-].[Na+]. (2) Given the product [CH3:9][O:8][C:6]1[CH:7]=[C:2]([CH3:16])[C:3]([C:12]#[N:13])=[N:4][C:5]=1[O:10][CH3:11], predict the reactants needed to synthesize it. The reactants are: Cl[C:2]1[C:3]([C:12]#[N:13])=[N:4][C:5]([O:10][CH3:11])=[C:6]([O:8][CH3:9])[CH:7]=1.[Cl-].[Li+].[CH3:16][Sn](C)(C)C. (3) Given the product [Br:12][C:10]1[CH:9]=[CH:8][C:3]([C:4]([O:6][CH3:7])=[O:5])=[C:2]([N:1]2[CH2:14][CH2:15][CH2:16][S:17]2(=[O:19])=[O:18])[CH:11]=1, predict the reactants needed to synthesize it. The reactants are: [NH2:1][C:2]1[CH:11]=[C:10]([Br:12])[CH:9]=[CH:8][C:3]=1[C:4]([O:6][CH3:7])=[O:5].Cl[CH2:14][CH2:15][CH2:16][S:17](Cl)(=[O:19])=[O:18]. (4) Given the product [N:1]([CH2:4][CH2:5][CH2:6][C:7]1([C:25]2[CH:30]=[CH:29][CH:28]=[CH:27][CH:26]=2)[N:11]([C:12]2[S:13][C:14]([Br:31])=[N:15][N:16]=2)[N:10]=[C:9]([C:17]2[CH:22]=[C:21]([F:23])[CH:20]=[CH:19][C:18]=2[F:24])[S:8]1)=[N+:2]=[N-:3], predict the reactants needed to synthesize it. The reactants are: [N:1]([CH2:4][CH2:5][CH2:6][C:7]1([C:25]2[CH:30]=[CH:29][CH:28]=[CH:27][CH:26]=2)[N:11]([C:12]2[S:13][CH:14]=[N:15][N:16]=2)[N:10]=[C:9]([C:17]2[CH:22]=[C:21]([F:23])[CH:20]=[CH:19][C:18]=2[F:24])[S:8]1)=[N+:2]=[N-:3].[Br:31]N1C(=O)CCC1=O. (5) Given the product [CH3:30][C:25]([CH3:29])([C:24](=[O:23])[C:31]1[C:39]2[C:34](=[N:35][CH:36]=[C:37]([C:40]3[CH:45]=[C:44]([O:46][CH3:47])[C:43]([O:48][CH3:49])=[C:42]([O:50][CH3:51])[CH:41]=3)[N:38]=2)[N:33]([Si:52]([CH:56]([CH3:58])[CH3:57])([CH:53]([CH3:54])[CH3:55])[CH:59]([CH3:61])[CH3:60])[CH:32]=1)[CH2:26][C:27]#[N:28], predict the reactants needed to synthesize it. The reactants are: CC(OI1(OC(C)=O)(OC(C)=O)OC(=O)C2C=CC=CC1=2)=O.[OH:23][CH:24]([C:31]1[C:39]2[C:34](=[N:35][CH:36]=[C:37]([C:40]3[CH:45]=[C:44]([O:46][CH3:47])[C:43]([O:48][CH3:49])=[C:42]([O:50][CH3:51])[CH:41]=3)[N:38]=2)[N:33]([Si:52]([CH:59]([CH3:61])[CH3:60])([CH:56]([CH3:58])[CH3:57])[CH:53]([CH3:55])[CH3:54])[CH:32]=1)[C:25]([CH3:30])([CH3:29])[CH2:26][C:27]#[N:28]. (6) Given the product [CH3:9][C:10]1([CH3:12])[C:5]2[N:6]=[CH:7][NH:8][C:4]=2[CH2:3][CH2:2][NH:1]1, predict the reactants needed to synthesize it. The reactants are: [NH2:1][CH2:2][CH2:3][C:4]1[N:8]=[CH:7][NH:6][CH:5]=1.[CH3:9][C:10]([CH3:12])=O. (7) The reactants are: [F:1][C:2]1[CH:9]=[C:8]([OH:10])[CH:7]=[C:6]([F:11])[C:3]=1[CH2:4][OH:5].[F:12][C:13]1[CH:14]=[C:15]([CH:18]=[CH:19][C:20]=1[F:21])[CH2:16]Cl.Cl[C:23]([N:25]1[CH:30]([CH3:31])[CH2:29][N:28](C(OC(C)(C)C)=O)[CH2:27][CH:26]1[CH3:39])=[O:24]. Given the product [CH3:39][C@H:26]1[CH2:27][NH:28][CH2:29][C@@H:30]([CH3:31])[N:25]1[C:23]([O:5][CH2:4][C:3]1[C:2]([F:1])=[CH:9][C:8]([O:10][CH2:16][C:15]2[CH:18]=[CH:19][C:20]([F:21])=[C:13]([F:12])[CH:14]=2)=[CH:7][C:6]=1[F:11])=[O:24], predict the reactants needed to synthesize it.